From a dataset of NCI-60 drug combinations with 297,098 pairs across 59 cell lines. Regression. Given two drug SMILES strings and cell line genomic features, predict the synergy score measuring deviation from expected non-interaction effect. (1) Drug 1: C1CN(CCN1C(=O)CCBr)C(=O)CCBr. Drug 2: CC(C)CN1C=NC2=C1C3=CC=CC=C3N=C2N. Cell line: DU-145. Synergy scores: CSS=23.0, Synergy_ZIP=-0.745, Synergy_Bliss=-0.846, Synergy_Loewe=-1.48, Synergy_HSA=-0.571. (2) Drug 2: CCCCCOC(=O)NC1=NC(=O)N(C=C1F)C2C(C(C(O2)C)O)O. Synergy scores: CSS=-3.00, Synergy_ZIP=0.277, Synergy_Bliss=-1.18, Synergy_Loewe=-5.36, Synergy_HSA=-3.76. Drug 1: CC1=CC2C(CCC3(C2CCC3(C(=O)C)OC(=O)C)C)C4(C1=CC(=O)CC4)C. Cell line: SK-MEL-2. (3) Drug 1: C1=CC=C(C=C1)NC(=O)CCCCCCC(=O)NO. Drug 2: CC12CCC3C(C1CCC2OP(=O)(O)O)CCC4=C3C=CC(=C4)OC(=O)N(CCCl)CCCl.[Na+]. Cell line: RPMI-8226. Synergy scores: CSS=15.5, Synergy_ZIP=-5.78, Synergy_Bliss=-0.103, Synergy_Loewe=-34.9, Synergy_HSA=-4.25. (4) Drug 1: CN1CCC(CC1)COC2=C(C=C3C(=C2)N=CN=C3NC4=C(C=C(C=C4)Br)F)OC. Drug 2: C1=NC2=C(N=C(N=C2N1C3C(C(C(O3)CO)O)O)F)N. Cell line: HT29. Synergy scores: CSS=-1.11, Synergy_ZIP=-0.239, Synergy_Bliss=-0.350, Synergy_Loewe=-6.94, Synergy_HSA=-3.53. (5) Drug 1: C1=NC2=C(N1)C(=S)N=C(N2)N. Drug 2: COC1=NC(=NC2=C1N=CN2C3C(C(C(O3)CO)O)O)N. Cell line: HCC-2998. Synergy scores: CSS=35.5, Synergy_ZIP=4.22, Synergy_Bliss=-2.03, Synergy_Loewe=-39.7, Synergy_HSA=-3.35. (6) Drug 1: CC1OCC2C(O1)C(C(C(O2)OC3C4COC(=O)C4C(C5=CC6=C(C=C35)OCO6)C7=CC(=C(C(=C7)OC)O)OC)O)O. Drug 2: CC1C(C(CC(O1)OC2CC(CC3=C2C(=C4C(=C3O)C(=O)C5=CC=CC=C5C4=O)O)(C(=O)C)O)N)O. Cell line: IGROV1. Synergy scores: CSS=54.7, Synergy_ZIP=-5.16, Synergy_Bliss=-4.55, Synergy_Loewe=-2.30, Synergy_HSA=0.719. (7) Drug 1: C1=CC(=CC=C1C#N)C(C2=CC=C(C=C2)C#N)N3C=NC=N3. Drug 2: C1C(C(OC1N2C=NC3=C2NC=NCC3O)CO)O. Cell line: CCRF-CEM. Synergy scores: CSS=-1.42, Synergy_ZIP=2.74, Synergy_Bliss=3.11, Synergy_Loewe=-3.80, Synergy_HSA=-4.25.